Dataset: Retrosynthesis with 50K atom-mapped reactions and 10 reaction types from USPTO. Task: Predict the reactants needed to synthesize the given product. (1) Given the product Cc1noc(C)c1-c1ccc(N)c([N+](=O)[O-])c1, predict the reactants needed to synthesize it. The reactants are: Cc1noc(C)c1B1OC(C)(C)C(C)(C)O1.Nc1ccc(Br)cc1[N+](=O)[O-]. (2) Given the product CC(C)C(C#N)(CCCN1CCN(CCOc2ccc(C(F)(F)F)cn2)CC1)c1ccc(C#N)s1, predict the reactants needed to synthesize it. The reactants are: CC(C)C(C#N)(CCCI)c1ccc(C#N)s1.FC(F)(F)c1ccc(OCCN2CCNCC2)nc1. (3) Given the product COc1ccc(CNC(=O)c2cc(Br)ccc2-c2cccnc2)cc1OC, predict the reactants needed to synthesize it. The reactants are: CC1(C)OB(c2cccnc2)OC1(C)C.COc1ccc(CNC(=O)c2cc(Br)ccc2I)cc1OC. (4) Given the product O=C(O)c1ccc(N(Cc2ccc(OC(F)(F)F)cc2)Cc2ccc(C3CCCCC3)cc2)cc1, predict the reactants needed to synthesize it. The reactants are: COC(=O)c1ccc(N(Cc2ccc(OC(F)(F)F)cc2)Cc2ccc(C3CCCCC3)cc2)cc1. (5) The reactants are: CC(C)(C)OC(=O)NCC(O)CN.O=[N+]([O-])c1cnc2ccccc2c1Cl. Given the product CC(C)(C)OC(=O)NCC(O)CNc1c([N+](=O)[O-])cnc2ccccc12, predict the reactants needed to synthesize it. (6) Given the product Cc1cc(-c2cncc(F)c2)cc(C(=O)Nc2nc(CC#N)cs2)n1, predict the reactants needed to synthesize it. The reactants are: CCOC(=O)c1cc(-c2cncc(F)c2)cc(C)n1.N#CCc1csc(N)n1. (7) The reactants are: CCOC(=O)c1c(C)c(-c2ccc(Cl)cc2)nn1C. Given the product Cc1c(-c2ccc(Cl)cc2)nn(C)c1CO, predict the reactants needed to synthesize it.